Dataset: Catalyst prediction with 721,799 reactions and 888 catalyst types from USPTO. Task: Predict which catalyst facilitates the given reaction. (1) Reactant: IC1C=CN(C)C(=O)C=1.OC(C)(C)C[C@@:13]1([C:37]2[CH:42]=[CH:41][CH:40]=[CH:39][CH:38]=2)[O:18][C:17](=[O:19])[N:16]([C@H](C2C=CC(B3OC(C)(C)C(C)(C)O3)=CC=2)C)[CH2:15][CH2:14]1.C([O-])([O-])=O.[Cs+].[Cs+]. Product: [C:37]1([CH:13]2[O:18][C:17](=[O:19])[NH:16][CH2:15][CH2:14]2)[CH:38]=[CH:39][CH:40]=[CH:41][CH:42]=1. The catalyst class is: 184. (2) Reactant: [OH:1][C:2]1[CH:10]=[CH:9][C:5]([CH:6]=[N:7]O)=[CH:4][CH:3]=1.[CH3:11][C:12]([O:15][C:16](O[C:16]([O:15][C:12]([CH3:14])([CH3:13])[CH3:11])=[O:17])=[O:17])([CH3:14])[CH3:13]. Product: [OH:1][C:2]1[CH:10]=[CH:9][C:5]([CH2:6][NH:7][C:16](=[O:17])[O:15][C:12]([CH3:14])([CH3:13])[CH3:11])=[CH:4][CH:3]=1. The catalyst class is: 19.